From a dataset of Peptide-MHC class II binding affinity with 134,281 pairs from IEDB. Regression. Given a peptide amino acid sequence and an MHC pseudo amino acid sequence, predict their binding affinity value. This is MHC class II binding data. (1) The peptide sequence is QPPSLPITVYYAVLERACRSVLLNAPSEAPQIVR. The MHC is DRB4_0101 with pseudo-sequence DRB4_0103. The binding affinity (normalized) is 0.525. (2) The peptide sequence is PCLFMRTVSHVILHG. The MHC is HLA-DQA10101-DQB10501 with pseudo-sequence HLA-DQA10101-DQB10501. The binding affinity (normalized) is 0.0778. (3) The peptide sequence is KFAEGRRGAAEVLVVK. The MHC is DRB1_1101 with pseudo-sequence DRB1_1101. The binding affinity (normalized) is 0.328. (4) The peptide sequence is ADYLRMWIQAATVMS. The MHC is DRB1_0802 with pseudo-sequence DRB1_0802. The binding affinity (normalized) is 0.571.